From a dataset of Peptide-MHC class II binding affinity with 134,281 pairs from IEDB. Regression. Given a peptide amino acid sequence and an MHC pseudo amino acid sequence, predict their binding affinity value. This is MHC class II binding data. (1) The peptide sequence is ALTLKGTSYKICTDK. The MHC is DRB1_0901 with pseudo-sequence DRB1_0901. The binding affinity (normalized) is 0.197. (2) The peptide sequence is EGTKVTFHVEKGSNP. The MHC is DRB1_1602 with pseudo-sequence DRB1_1602. The binding affinity (normalized) is 0.511.